From a dataset of Full USPTO retrosynthesis dataset with 1.9M reactions from patents (1976-2016). Predict the reactants needed to synthesize the given product. (1) Given the product [NH2:40][C:41]1[C:46]([C:47]([N:14]2[CH2:13][CH2:12][C:11]3[C:16](=[CH:17][C:18]([O:19][CH3:20])=[C:9]([O:8][CH2:1][C:2]4[CH:7]=[CH:6][CH:5]=[CH:4][CH:3]=4)[CH:10]=3)[CH:15]2/[CH:21]=[CH:22]/[C:23]2[CH:28]=[C:27]([O:29][CH2:30][C:31]3[CH:32]=[CH:33][CH:34]=[CH:35][CH:36]=3)[C:26]([O:37][CH3:38])=[CH:25][C:24]=2[CH3:39])=[O:48])=[CH:45][CH:44]=[CH:43][N:42]=1, predict the reactants needed to synthesize it. The reactants are: [CH2:1]([O:8][C:9]1[CH:10]=[C:11]2[C:16](=[CH:17][C:18]=1[O:19][CH3:20])[CH:15](/[CH:21]=[CH:22]/[C:23]1[CH:28]=[C:27]([O:29][CH2:30][C:31]3[CH:36]=[CH:35][CH:34]=[CH:33][CH:32]=3)[C:26]([O:37][CH3:38])=[CH:25][C:24]=1[CH3:39])[NH:14][CH2:13][CH2:12]2)[C:2]1[CH:7]=[CH:6][CH:5]=[CH:4][CH:3]=1.[NH2:40][C:41]1[C:46]([C:47](O)=[O:48])=[CH:45][CH:44]=[CH:43][N:42]=1.CCN(C(C)C)C(C)C.CN(C(ON1N=NC2C=CC=NC1=2)=[N+](C)C)C.F[P-](F)(F)(F)(F)F. (2) Given the product [CH2:8]([C:9]1[N:11]=[C:12]([CH3:13])[C:15]([C:16]([O:18][CH2:19][CH3:20])=[O:17])=[CH:21][N:10]=1)[C:2]1[CH:7]=[CH:6][CH:5]=[CH:4][CH:3]=1, predict the reactants needed to synthesize it. The reactants are: Cl.[C:2]1([CH2:8][C:9]([NH2:11])=[NH:10])[CH:7]=[CH:6][CH:5]=[CH:4][CH:3]=1.[C:12]([C:15](=[CH:21]OCC)[C:16]([O:18][CH2:19][CH3:20])=[O:17])(=O)[CH3:13].C([O-])(=O)C.[Na+].